This data is from Experimentally validated miRNA-target interactions with 360,000+ pairs, plus equal number of negative samples. The task is: Binary Classification. Given a miRNA mature sequence and a target amino acid sequence, predict their likelihood of interaction. (1) The miRNA is hsa-miR-4667-3p with sequence UCCCUCCUUCUGUCCCCACAG. The protein sequence of the target gene is MHDECTPQQTMSSIQDTKAADIAARGELNVIETATVSPTNGEESHYTNQVQLEKNKTHMSSALVEKENNTSLNGRVLGQEESQNKMFPDNAENEDDKQIEHMTVENINGNREETHGIIQTTETEIQETSESPREEMTTSSIICDISKKYINSTLPNDSENIKHKNNIMEKEYLDVLSDVTGPQVSCYITAPSYVLQQLECRIINHMSSLIVGDNEELVSNVITIECSDKEKRVPFPIGIAIPFTARYRGNYRDIMVKVCDINLQSSYLNPNSLEGMKGGYKGTCASVKVYKLGIFSVVSC.... Result: 1 (interaction). (2) The miRNA is hsa-miR-5009-3p with sequence UCCUAAAUCUGAAAGUCCAAAA. The protein sequence of the target gene is MVPPPPSRGGAARGQLGRSLGPLLLLLALGHTWTYREEPEDGDREICSESKIATTKYPCLKSSGELTTCYRKKCCKGYKFVLGQCIPEDYDVCAEAPCEQQCTDNFGRVLCTCYPGYRYDRERHRKREKPYCLDIDECASSNGTLCAHICINTLGSYRCECREGYIREDDGKTCTRGDKYPNDTGHEKSENMVKAGTCCATCKEFYQMKQTVLQLKQKIALLPNNAADLGKYITGDKVLASNTYLPGPPGLPGGQGPPGSPGPKGSPGFPGMPGPPGQPGPRGSMGPMGPSPDLSHIKQG.... Result: 1 (interaction). (3) The miRNA is hsa-miR-5581-3p with sequence UUCCAUGCCUCCUAGAAGUUCC. The protein sequence of the target gene is MLRFPTCFPSFRVVGEKQLPQEIIFLVWSPKRDLIALANTAGEVLLHRLASFHRVWSFPPNENTGKEVTCLAWRPDGKLLAFALADTKKIVLCDVEKPESLHSFSVEAPVSCMHWMEVTVESSVLTSFYNAEDESNLLLPKLPTLPKNYSNTSKIFSEENSDEIIKLLGDVRLNILVLGGSSGFIELYAYGMFKIARVTGIAGTCLALCLSSDLKSLSVVTEVSTNGASEVSYFQLETNLLYSFLPEVTRMARKFTHISALLQYINLSLTCMCEAWEEILMQMDSRLTKFVQEKNTTTSV.... Result: 0 (no interaction). (4) The miRNA is hsa-miR-4791 with sequence UGGAUAUGAUGACUGAAA. The protein sequence of the target gene is MALCEAAGCGSALLWPRLLLFGDSITQFSFQQGGWGASLADRLVRKCDVLNRGFSGYNTRWAKIILPRLIRKGNSLDIPVAVTIFFGANDSALKDENPKQHIPLEEYAANLKSMVQYLKSVDIPENRVILITPTPLCETAWEEQCIIQGCKLNRLNSVVGEYANACLQVAQDCGTDVLDLWTLMQDSQDFSSYLSDGLHLSPKGNEFLFSHLWPLIEKKVSSLPLLLPYWRDVAEAKPELSLLGDGDH. Result: 0 (no interaction). (5) Result: 0 (no interaction). The protein sequence of the target gene is MAERGRLGLPGAPGALNTPVPMNLFATWEVDGSSPSCVPRLCSLTLKKLAVLRELEKELLSVVIAVKMQYPHFLKREGNKLQIMLQRRKRYKNRTILGYKTLAAGSINMAEVMQHPSEGGQVLSLCSSIKEASVKVAEIWIVSLSSQPIDHEDSAMQAGPKTKSTDNYSEEEYESFSSEQEASDDAVQGQDLDEDDFDVGKPKKQRRSIVRTTSMTRQQNFKQKVVALLRRFKVSEEVLDSEQDPAEHVPEVEEDLDLLYDTLDVENPSDSGPDMDDDDSVLSTPKPKLRPYFEGLSHSS.... The miRNA is hsa-miR-6870-5p with sequence UGGGGGAGAUGGGGGUUGA. (6) The protein sequence of the target gene is MKRSLQALYCQLLSFLLILALTEALAFAIQEPSPRESLQVLPSGTPPGTMVTAPHSSTRHTSVVMLTPNPDGPPSQAAAPMATPTPRAEGHPPTHTISTIAATVTAPHSESSLSTGPAPAAMATTSSKPEGRPRGQAAPTILLTKPPGATSRPTTAPPRTTTRRPPRPPGSSRKGAGNSSRPVPPAPGGHSRSKEGQRGRNPSSTPLGQKRPLGKIFQIYKGNFTGSVEPEPSTLTPRTPLWGYSSSPQPQTVAATTVPSNTSWAPTTTSLGPAKDKPGLRRAAQGGGSTFTSQGGTPDA.... The miRNA is hsa-miR-302c-3p with sequence UAAGUGCUUCCAUGUUUCAGUGG. Result: 0 (no interaction). (7) The protein sequence of the target gene is MALAVNFKTYVDQACRAAEEFVNIYYETMDKRRHALVRLYLDKATLIWNGNVVTGLEALANFFEMLPSSEFQINMLDCQPVHEQATQCQTTVLVVTSGVVKFDGNKQHFFNQNFLLTAQSTPNSTVWKIASDCFRFQDWASI. The miRNA is hsa-miR-7113-3p with sequence CCUCCCUGCCCGCCUCUCUGCAG. Result: 0 (no interaction).